This data is from Experimentally validated miRNA-target interactions with 360,000+ pairs, plus equal number of negative samples. The task is: Binary Classification. Given a miRNA mature sequence and a target amino acid sequence, predict their likelihood of interaction. (1) The miRNA is hsa-miR-548h-5p with sequence AAAAGUAAUCGCGGUUUUUGUC. The protein sequence of the target gene is MSRDPGSGGWEEAPRAAAALCTLYHEAGQRLRRLQDQLAARDALIARLRARLAALEGDAAPSLVDALLEQVARFREQLRRQEGGAAEAQMRQEIERLTERLEEKEREMQQLLSQPQHEREKEVVLLRRSMAEGERARAASDVLCRSLANETHQLRRTLTATAHMCQHLAKCLDERQHAQRNVGERSPDQSEHTDGHTSVQSVIEKLQEENRLLKQKVTHVEDLNAKWQRYNASRDEYVRGLHAQLRGLQIPHEPELMRKEISRLNRQLEEKINDCAEVKQELAASRTARDAALERVQMLE.... Result: 1 (interaction). (2) The miRNA is mmu-miR-490-3p with sequence CAACCUGGAGGACUCCAUGCUG. The protein sequence of the target gene is MARLTKRRQADTKAIQHLWAAIEIIRNQKQIANIDRITKYMSRVHGMHPKETTRQLSLAVKDGLIVETLTVGCKGSKAGIEQEGYWLPGDEIDWETETHDWYCFECHLPGEVLICDLCFRVYHSKCLSDEFRLRDSSSHWQCPVCRSIKKKHSNKQEMGTYLRFIVSRMKERAIDLNKKGKDSKHPMYRRLVHSAVDVPTIQEKVNEGKYRSYEEFKADAQLLLHNTVIFYGADSEQADIARMLYKDTCHELDELQLCKNCFYLSNARPDNWFCYPCIPNHELVWAKMKGFGFWPAKVMQ.... Result: 0 (no interaction).